From a dataset of Catalyst prediction with 721,799 reactions and 888 catalyst types from USPTO. Predict which catalyst facilitates the given reaction. Reactant: [N+:1]([C:4]1[CH:9]=[CH:8][C:7]([C:10]2[O:14][C:13]([NH:15][CH2:16][CH2:17][CH2:18][N:19]3[CH2:24][CH2:23][CH2:22][CH2:21][CH2:20]3)=[N:12][N:11]=2)=[CH:6][CH:5]=1)([O-:3])=[O:2].C(N(CC)CC)C.[C:32]([O:36][C:37](O[C:37]([O:36][C:32]([CH3:35])([CH3:34])[CH3:33])=[O:38])=[O:38])([CH3:35])([CH3:34])[CH3:33]. Product: [N+:1]([C:4]1[CH:9]=[CH:8][C:7]([C:10]2[O:14][C:13]([N:15]([CH2:16][CH2:17][CH2:18][N:19]3[CH2:20][CH2:21][CH2:22][CH2:23][CH2:24]3)[C:37](=[O:38])[O:36][C:32]([CH3:35])([CH3:34])[CH3:33])=[N:12][N:11]=2)=[CH:6][CH:5]=1)([O-:3])=[O:2]. The catalyst class is: 4.